Dataset: Forward reaction prediction with 1.9M reactions from USPTO patents (1976-2016). Task: Predict the product of the given reaction. Given the reactants [N:1]1([S:12]([C:15]2[S:19][C:18]([NH:20][C:21](=O)C(F)(F)F)=[C:17]([C:27]([NH2:29])=O)[CH:16]=2)(=[O:14])=[O:13])[C:7]2[CH:8]=[CH:9][CH:10]=[CH:11][C:6]=2[CH2:5][CH2:4][CH2:3][CH2:2]1.[CH3:30][N:31](C=O)[CH3:32].S(Cl)(Cl)=O.C(=O)([O-])O.[Na+], predict the reaction product. The product is: [C:27]([C:17]1[CH:16]=[C:15]([S:12]([N:1]2[C:7]3[CH:8]=[CH:9][CH:10]=[CH:11][C:6]=3[CH2:5][CH2:4][CH2:3][CH2:2]2)(=[O:13])=[O:14])[S:19][C:18]=1[N:20]=[CH:21][N:31]([CH3:32])[CH3:30])#[N:29].